Regression. Given a peptide amino acid sequence and an MHC pseudo amino acid sequence, predict their binding affinity value. This is MHC class II binding data. From a dataset of Peptide-MHC class II binding affinity with 134,281 pairs from IEDB. The peptide sequence is GPAYSAHCIGITDRD. The MHC is DRB3_0202 with pseudo-sequence DRB3_0202. The binding affinity (normalized) is 0.473.